Predict the reaction yield, written as a fraction of the theoretical maximum amount of product (1.0 means a 100% yield; for example, 0.34 means a 34% yield). From a dataset of Reaction yield outcomes from USPTO patents with 853,638 reactions. (1) The reactants are [CH3:1][CH:2]1[CH2:6][CH2:5][CH2:4][N:3]1[CH2:7][CH2:8][CH2:9][O:10][C:11]1[CH:16]=[CH:15][C:14]([C:17]2[S:18][C:19]3[CH2:24][CH:23]([NH:25]C(=O)OCC4C=CC=CC=4)[CH2:22][C:20]=3[N:21]=2)=[CH:13][CH:12]=1.Cl. The yield is 0.980. The product is [CH3:1][CH:2]1[CH2:6][CH2:5][CH2:4][N:3]1[CH2:7][CH2:8][CH2:9][O:10][C:11]1[CH:16]=[CH:15][C:14]([C:17]2[S:18][C:19]3[CH2:24][CH:23]([NH2:25])[CH2:22][C:20]=3[N:21]=2)=[CH:13][CH:12]=1. No catalyst specified. (2) The reactants are [N:1]1[CH:6]=[CH:5][CH:4]=[CH:3][C:2]=1[C:7]#[C:8][C:9]12[CH2:16][C:13]([NH:17]C(=O)OC(C)(C)C)([CH2:14][CH2:15]1)[CH2:12][CH2:11][CH2:10]2.FC(F)(F)C(O)=O. The catalyst is C(Cl)Cl. The product is [N:1]1[CH:6]=[CH:5][CH:4]=[CH:3][C:2]=1[C:7]#[C:8][C:9]12[CH2:16][C:13]([NH2:17])([CH2:14][CH2:15]1)[CH2:12][CH2:11][CH2:10]2. The yield is 0.780.